Dataset: Forward reaction prediction with 1.9M reactions from USPTO patents (1976-2016). Task: Predict the product of the given reaction. (1) Given the reactants [CH2:1]([C@@:5]1([CH2:27][CH3:28])[NH:11][C@H:10]([C:12]2[CH:17]=[CH:16][CH:15]=[CH:14][CH:13]=2)[C:9]2[CH:18]=[C:19]([O:23][CH3:24])[C:20]([OH:22])=[CH:21][C:8]=2[S:7](=[O:26])(=[O:25])[CH2:6]1)[CH2:2][CH2:3][CH3:4].O1CCOCC1.N1C=CC=CC=1.[S:41](O[S:41]([C:44]([F:47])([F:46])[F:45])(=[O:43])=[O:42])([C:44]([F:47])([F:46])[F:45])(=[O:43])=[O:42], predict the reaction product. The product is: [F:45][C:44]([F:47])([F:46])[S:41]([O:22][C:20]1[C:19]([O:23][CH3:24])=[CH:18][C:9]2[C@@H:10]([C:12]3[CH:13]=[CH:14][CH:15]=[CH:16][CH:17]=3)[NH:11][C@@:5]([CH2:1][CH2:2][CH2:3][CH3:4])([CH2:27][CH3:28])[CH2:6][S:7](=[O:25])(=[O:26])[C:8]=2[CH:21]=1)(=[O:43])=[O:42]. (2) Given the reactants [N+:1]([C:4]1[CH:12]=[CH:11][C:7]([C:8](Cl)=[O:9])=[CH:6][CH:5]=1)([O-:3])=[O:2].N1C=CC=CC=1.[NH2:19][C:20]1[CH:25]=[CH:24][C:23]([NH:26][C:27]2[CH:32]=[C:31]([CH3:33])[N:30]=[C:29]([NH2:34])[N:28]=2)=[CH:22][CH:21]=1.N, predict the reaction product. The product is: [NH2:34][C:29]1[N:28]=[C:27]([NH:26][C:23]2[CH:24]=[CH:25][C:20]([NH:19][C:8](=[O:9])[C:7]3[CH:11]=[CH:12][C:4]([N+:1]([O-:3])=[O:2])=[CH:5][CH:6]=3)=[CH:21][CH:22]=2)[CH:32]=[C:31]([CH3:33])[N:30]=1. (3) Given the reactants I[C:2]1[CH:3]=[CH:4][C:5]2[N:6]([CH:8]=[C:9]([NH:11][C:12]([CH:14]3[CH2:16][CH2:15]3)=[O:13])[N:10]=2)[N:7]=1.[CH3:17][C:18]1[S:19][C:20]2[CH:26]=[C:25]([OH:27])[CH:24]=[CH:23][C:21]=2[N:22]=1.C(=O)([O-])[O-].[K+].[K+], predict the reaction product. The product is: [CH3:17][C:18]1[S:19][C:20]2[CH:26]=[C:25]([O:27][C:2]3[CH:3]=[CH:4][C:5]4[N:6]([CH:8]=[C:9]([NH:11][C:12]([CH:14]5[CH2:16][CH2:15]5)=[O:13])[N:10]=4)[N:7]=3)[CH:24]=[CH:23][C:21]=2[N:22]=1. (4) Given the reactants Cl[CH2:2][CH2:3][S:4]([C:7]1[CH:12]=[CH:11][CH:10]=[CH:9][CH:8]=1)(=[O:6])=[O:5].C1(=O)[NH:17]C(=O)C2=CC=CC=C12.[K].C1OCCOCCOCCOCCOCCOC1, predict the reaction product. The product is: [C:7]1([S:4]([CH2:3][CH2:2][NH2:17])(=[O:6])=[O:5])[CH:12]=[CH:11][CH:10]=[CH:9][CH:8]=1. (5) The product is: [CH2:1]([O:8][C:9]1[CH:14]=[CH:13][C:12]([C:43]2[C:44]([N:46]([CH3:51])[S:47]([CH3:50])(=[O:49])=[O:48])=[CH:45][C:35]3[O:34][C:33]([C:30]4[CH:31]=[CH:32][C:27]([F:26])=[CH:28][CH:29]=4)=[C:37]([C:38]([NH:40][CH3:41])=[O:39])[C:36]=3[CH:42]=2)=[N:11][C:10]=1[C:16]1[NH:17][C:18]2[C:23]([CH:24]=1)=[C:22]([F:25])[CH:21]=[CH:20][CH:19]=2)[C:2]1[CH:7]=[CH:6][CH:5]=[CH:4][CH:3]=1. Given the reactants [CH2:1]([O:8][C:9]1[C:10]([C:16]2[NH:17][C:18]3[C:23]([CH:24]=2)=[C:22]([F:25])[CH:21]=[CH:20][CH:19]=3)=[N:11][C:12](Cl)=[CH:13][CH:14]=1)[C:2]1[CH:7]=[CH:6][CH:5]=[CH:4][CH:3]=1.[F:26][C:27]1[CH:32]=[CH:31][C:30]([C:33]2[O:34][C:35]3[CH:45]=[C:44]([N:46]([CH3:51])[S:47]([CH3:50])(=[O:49])=[O:48])[C:43](B4OC(C)(C)C(C)(C)O4)=[CH:42][C:36]=3[C:37]=2[C:38]([NH:40][CH3:41])=[O:39])=[CH:29][CH:28]=1.[O-]P([O-])([O-])=O.[K+].[K+].[K+].O.CC(C1C=C(C(C)C)C(C2C=CC=CC=2P(C2CCCCC2)C2CCCCC2)=C(C(C)C)C=1)C, predict the reaction product.